From a dataset of Peptide-MHC class I binding affinity with 185,985 pairs from IEDB/IMGT. Regression. Given a peptide amino acid sequence and an MHC pseudo amino acid sequence, predict their binding affinity value. This is MHC class I binding data. (1) The peptide sequence is FPVTPQVPL. The MHC is HLA-B42:02 with pseudo-sequence HLA-B42:02. The binding affinity (normalized) is 0.593. (2) The peptide sequence is FQYYGIDWV. The MHC is HLA-A02:19 with pseudo-sequence HLA-A02:19. The binding affinity (normalized) is 0.617. (3) The peptide sequence is RRVRDNMTK. The MHC is HLA-B15:09 with pseudo-sequence HLA-B15:09. The binding affinity (normalized) is 0.0847. (4) The binding affinity (normalized) is 0.684. The peptide sequence is MPYVFTLLF. The MHC is HLA-B54:01 with pseudo-sequence HLA-B54:01. (5) The peptide sequence is YTGDFGSVI. The MHC is Patr-B1301 with pseudo-sequence Patr-B1301. The binding affinity (normalized) is 0.0979. (6) The peptide sequence is LFNTIATLY. The MHC is HLA-A02:03 with pseudo-sequence HLA-A02:03. The binding affinity (normalized) is 0.0847. (7) The peptide sequence is NQQGITPNY. The MHC is HLA-B08:02 with pseudo-sequence HLA-B08:02. The binding affinity (normalized) is 0.0847. (8) The peptide sequence is NVFISPASI. The MHC is HLA-A02:01 with pseudo-sequence HLA-A02:01. The binding affinity (normalized) is 0.546. (9) The peptide sequence is LVGNTLTTC. The MHC is HLA-B39:01 with pseudo-sequence HLA-B39:01. The binding affinity (normalized) is 0.0847.